From a dataset of Catalyst prediction with 721,799 reactions and 888 catalyst types from USPTO. Predict which catalyst facilitates the given reaction. (1) Reactant: C(OC([N:8]1[CH2:13][CH2:12][CH:11]([CH2:14][N:15]([S:26]([C:29]2[CH:34]=[CH:33][C:32]([Cl:35])=[CH:31][CH:30]=2)(=[O:28])=[O:27])[C@@H:16]2[CH2:22][C:21]([F:24])([F:23])[CH2:20][CH2:19][NH:18][C:17]2=[O:25])[CH2:10][CH2:9]1)=O)(C)(C)C. Product: [Cl:35][C:32]1[CH:33]=[CH:34][C:29]([S:26]([N:15]([C@@H:16]2[CH2:22][C:21]([F:24])([F:23])[CH2:20][CH2:19][NH:18][C:17]2=[O:25])[CH2:14][CH:11]2[CH2:10][CH2:9][NH:8][CH2:13][CH2:12]2)(=[O:27])=[O:28])=[CH:30][CH:31]=1. The catalyst class is: 330. (2) Reactant: O[C:2]1[CH:10]=[CH:9][C:8]([C:11]2[N:12]([C:27]([O:29][C:30]([CH3:33])([CH3:32])[CH3:31])=[O:28])[C:13]3[C:18]([CH:19]=2)=[CH:17][C:16]([CH2:20][N:21]2[CH2:26][CH2:25][CH2:24][CH2:23][CH2:22]2)=[CH:15][CH:14]=3)=[C:7]2[C:3]=1[CH2:4][NH:5][C:6]2=[O:34].C1(P(C2C=CC=CC=2)C2C=CC=CC=2)C=CC=CC=1.[OH:54][CH2:55][CH2:56][CH2:57][NH:58][C:59](=[O:65])[O:60][C:61]([CH3:64])([CH3:63])[CH3:62].CCOC(/N=N/C(OCC)=O)=O.C1(C)C=CC=CC=1. Product: [C:61]([O:60][C:59]([NH:58][CH2:57][CH2:56][CH2:55][O:54][N:5]1[CH2:4][C:3]2[C:7](=[C:8]([C:11]3[N:12]([C:27]([O:29][C:30]([CH3:32])([CH3:31])[CH3:33])=[O:28])[C:13]4[C:18]([CH:19]=3)=[CH:17][C:16]([CH2:20][N:21]3[CH2:26][CH2:25][CH2:24][CH2:23][CH2:22]3)=[CH:15][CH:14]=4)[CH:9]=[CH:10][CH:2]=2)[C:6]1=[O:34])=[O:65])([CH3:64])([CH3:63])[CH3:62]. The catalyst class is: 1. (3) Reactant: [C:1]([NH:5][C:6]([C:8]1[C:16]2[C:11](=[N:12][CH:13]=[C:14]([C:17]3[C:25]4[C:20](=[CH:21][CH:22]=[C:23]([O:26][CH:27]([F:29])[F:28])[CH:24]=4)[N:19]([CH2:30][C:31]4[CH:32]=[N:33][CH:34]=[CH:35][CH:36]=4)[N:18]=3)[N:15]=2)[N:10](COCC[Si](C)(C)C)[CH:9]=1)=[O:7])([CH3:4])([CH3:3])[CH3:2].FC(F)(F)C(O)=O.C(N)CN. Product: [C:1]([NH:5][C:6]([C:8]1[C:16]2[C:11](=[N:12][CH:13]=[C:14]([C:17]3[C:25]4[C:20](=[CH:21][CH:22]=[C:23]([O:26][CH:27]([F:28])[F:29])[CH:24]=4)[N:19]([CH2:30][C:31]4[CH:32]=[N:33][CH:34]=[CH:35][CH:36]=4)[N:18]=3)[N:15]=2)[NH:10][CH:9]=1)=[O:7])([CH3:4])([CH3:2])[CH3:3]. The catalyst class is: 4. (4) Reactant: Cl[C:2]1[N:7]=[N:6][C:5]([CH2:8][N:9]2[CH:13]=[CH:12][N:11]=[C:10]2[C:14]2[CH:19]=[CH:18][CH:17]=[C:16]([F:20])[CH:15]=2)=[C:4]([CH2:21][CH3:22])[CH:3]=1.[CH3:23][O-:24].[Na+].O. Product: [CH2:21]([C:4]1[CH:3]=[C:2]([O:24][CH3:23])[N:7]=[N:6][C:5]=1[CH2:8][N:9]1[CH:13]=[CH:12][N:11]=[C:10]1[C:14]1[CH:19]=[CH:18][CH:17]=[C:16]([F:20])[CH:15]=1)[CH3:22]. The catalyst class is: 5. (5) Reactant: [F:1][C:2]([F:12])([F:11])[C:3]1[CH:8]=[CH:7][CH:6]=[C:5]([NH2:9])[C:4]=1[NH2:10].[CH3:13][O:14][C:15]1[CH:16]=[C:17]([C:21](=O)[C:22](=O)[CH3:23])[CH:18]=[CH:19][CH:20]=1. Product: [CH3:13][O:14][C:15]1[CH:16]=[C:17]([C:21]2[C:22]([CH3:23])=[N:10][C:4]3[C:5](=[CH:6][CH:7]=[CH:8][C:3]=3[C:2]([F:11])([F:12])[F:1])[N:9]=2)[CH:18]=[CH:19][CH:20]=1. The catalyst class is: 41. (6) Product: [CH:2]12[CH2:7][CH:6]1[CH2:5][N:4]([C:17]([CH3:21])([CH3:18])[C:22]#[N:23])[CH2:3]2. Reactant: Cl.[CH:2]12[CH2:7][CH:6]1[CH2:5][NH:4][CH2:3]2.CC(C)=O.[C-]#N.[K+].CN(C)[C:17]1([C:22]#[N:23])[CH2:21]CC[CH2:18]1. The catalyst class is: 6.